From a dataset of Catalyst prediction with 721,799 reactions and 888 catalyst types from USPTO. Predict which catalyst facilitates the given reaction. (1) Reactant: [N:1]1[CH:6]=[CH:5][CH:4]=[CH:3][C:2]=1NC.C[CH2:10][N:11](C(C)C)C(C)C.[CH3:18][O:19][C:20]([C:22]1[S:23][C:24]([S:40][CH3:41])=[C:25]([S:27]([C:30]2[CH:35]=[CH:34][C:33](Br)=[C:32]([N+:37]([O-:39])=[O:38])[CH:31]=2)(=[O:29])=[O:28])[CH:26]=1)=[O:21]. Product: [CH3:18][O:19][C:20]([C:22]1[S:23][C:24]([S:40][CH3:41])=[C:25]([S:27]([C:30]2[CH:35]=[CH:34][C:33]([NH:11][CH2:10][C:2]3[CH:3]=[CH:4][CH:5]=[CH:6][N:1]=3)=[C:32]([N+:37]([O-:39])=[O:38])[CH:31]=2)(=[O:29])=[O:28])[CH:26]=1)=[O:21]. The catalyst class is: 1. (2) Reactant: [OH:1][C:2]1[C:11]2[C:6](=[N:7][CH:8]=[CH:9][CH:10]=2)[N:5]([C:12]2[CH:17]=[CH:16][CH:15]=[CH:14][CH:13]=2)[C:4](=[O:18])[CH:3]=1.[H-].[Na+].[F:21][C:22]([F:34])([F:33])[C:23]1[CH:24]=[C:25]([CH2:29][C:30](Cl)=[O:31])[CH:26]=[CH:27][CH:28]=1. Product: [OH:1][C:2]1[C:11]2[C:6](=[N:7][CH:8]=[CH:9][CH:10]=2)[N:5]([C:12]2[CH:13]=[CH:14][CH:15]=[CH:16][CH:17]=2)[C:4](=[O:18])[C:3]=1[C:30](=[O:31])[CH2:29][C:25]1[CH:26]=[CH:27][CH:28]=[C:23]([C:22]([F:33])([F:21])[F:34])[CH:24]=1. The catalyst class is: 3.